The task is: Predict the reaction yield, written as a fraction of the theoretical maximum amount of product (1.0 means a 100% yield; for example, 0.34 means a 34% yield).. This data is from Reaction yield outcomes from USPTO patents with 853,638 reactions. (1) The reactants are [OH:1][C:2]1[CH:3]=[C:4]([N:8]2[C:12]3[CH:13]=[CH:14][CH:15]=[CH:16][C:11]=3[C:10](=[N:17][C:18]3[CH:23]=[CH:22][CH:21]=[C:20]([C:24]([F:27])([F:26])[F:25])[CH:19]=3)[C:9]2=[O:28])[CH:5]=[CH:6][CH:7]=1.C([O-])([O-])=O.[K+].[K+].C1OCCOCCOCCOCCOCCOC1.Cl.Cl[CH2:55][CH2:56][N:57]1[CH2:61][CH2:60][CH2:59][CH2:58]1. The catalyst is CN(C=O)C. The product is [N:57]1([CH2:56][CH2:55][O:1][C:2]2[CH:3]=[C:4]([N:8]3[C:12]4[CH:13]=[CH:14][CH:15]=[CH:16][C:11]=4[C:10](=[N:17][C:18]4[CH:23]=[CH:22][CH:21]=[C:20]([C:24]([F:27])([F:25])[F:26])[CH:19]=4)[C:9]3=[O:28])[CH:5]=[CH:6][CH:7]=2)[CH2:61][CH2:60][CH2:59][CH2:58]1. The yield is 0.410. (2) The reactants are [CH3:1][C:2]1([CH3:17])[C:11]2[C:6](=[C:7]([CH3:16])[CH:8]=[C:9]([C:13]([OH:15])=[O:14])[C:10]=2[CH3:12])S[CH2:4][CH2:3]1.OO.[S:20]([O-:23])(O)=[O:21].[Na+]. The catalyst is C(O)(=O)C. The product is [CH3:17][C:2]1([CH3:1])[C:11]2[C:6](=[C:7]([CH3:16])[CH:8]=[C:9]([C:13]([OH:15])=[O:14])[C:10]=2[CH3:12])[S:20](=[O:23])(=[O:21])[CH2:4][CH2:3]1. The yield is 0.900. (3) The reactants are [Cl:1][CH2:2][CH2:3][CH2:4][S:5]([O:8][CH2:9][C:10]([CH3:33])([CH3:32])[CH:11]([O:22]CC1C=CC(OC)=CC=1)[C:12]([O:14][CH2:15][C:16]1[CH:21]=[CH:20][CH:19]=[CH:18][CH:17]=1)=[O:13])(=[O:7])=[O:6].ClC1C(=O)C(C#N)=C(C#N)C(=O)C=1Cl. The catalyst is ClCCl.O. The product is [Cl:1][CH2:2][CH2:3][CH2:4][S:5]([O:8][CH2:9][C:10]([CH3:33])([CH3:32])[CH:11]([OH:22])[C:12]([O:14][CH2:15][C:16]1[CH:21]=[CH:20][CH:19]=[CH:18][CH:17]=1)=[O:13])(=[O:7])=[O:6]. The yield is 0.600. (4) The reactants are [Cl:1][C:2]1[N:10]=[CH:9][N:8]=[C:7]2[C:3]=1[NH:4][CH:5]=[N:6]2.C(=O)([O-])[O-].[K+].[K+].Cl[CH2:18][O:19][CH2:20][CH2:21][Si:22]([CH3:25])([CH3:24])[CH3:23]. The catalyst is CN(C=O)C. The product is [Cl:1][C:2]1[N:10]=[CH:9][N:8]=[C:7]2[C:3]=1[N:4]=[CH:5][N:6]2[CH2:18][O:19][CH2:20][CH2:21][Si:22]([CH3:25])([CH3:24])[CH3:23]. The yield is 0.540. (5) The reactants are [NH2:1][CH2:2][C:3]1[C:4]([F:23])=[C:5]([O:10][C:11]2[CH:12]=[C:13]([CH:16]=[C:17]([C:19]([F:22])([F:21])[F:20])[CH:18]=2)[C:14]#[N:15])[C:6]([Cl:9])=[CH:7][CH:8]=1.[Cl:24][C:25]1[CH:29]=[CH:28][NH:27][C:26]=1[C:30](O)=[O:31].C(N(C(C)C)CC)(C)C.CN(C(ON1N=NC2C=CC=NC1=2)=[N+](C)C)C.F[P-](F)(F)(F)(F)F. The catalyst is CN(C=O)C.CCOC(C)=O. The product is [Cl:24][C:25]1[CH:29]=[CH:28][NH:27][C:26]=1[C:30]([NH:1][CH2:2][C:3]1[CH:8]=[CH:7][C:6]([Cl:9])=[C:5]([O:10][C:11]2[CH:18]=[C:17]([C:19]([F:22])([F:20])[F:21])[CH:16]=[C:13]([C:14]#[N:15])[CH:12]=2)[C:4]=1[F:23])=[O:31]. The yield is 0.850. (6) The product is [CH2:9]([S:8][C:6]1[C:5]([C:11]([NH:13][CH2:14][C:15]2[CH:20]=[CH:19][CH:18]=[C:17]([F:21])[CH:16]=2)=[O:12])=[C:4]([CH3:22])[CH:3]=[C:2]([N:26]2[CH2:27][CH:24]([OH:23])[CH2:25]2)[N:7]=1)[CH3:10]. The yield is 0.150. The reactants are Cl[C:2]1[N:7]=[C:6]([S:8][CH2:9][CH3:10])[C:5]([C:11]([NH:13][CH2:14][C:15]2[CH:20]=[CH:19][CH:18]=[C:17]([F:21])[CH:16]=2)=[O:12])=[C:4]([CH3:22])[CH:3]=1.[OH:23][CH:24]1[CH2:27][NH:26][CH2:25]1.C([O-])([O-])=O.[Cs+].[Cs+]. The catalyst is O1CCOCC1.[Cl-].[Na+].O. (7) The reactants are COC1C=CC(C[N:8](CC2C=CC(OC)=CC=2)[C:9]2[N:14]=[C:13]([C:15]3[C:16]([NH:32][C:33]4[CH:34]=[N:35][C:36]([O:39][CH3:40])=[CH:37][CH:38]=4)=[N:17][CH:18]=[C:19]([CH2:21][C:22]4[CH:27]=[CH:26][C:25]([S:28]([CH3:31])(=[O:30])=[O:29])=[CH:24][CH:23]=4)[CH:20]=3)[N:12]=[C:11]([CH3:41])[N:10]=2)=CC=1.FC(F)(F)C(O)=O. No catalyst specified. The product is [CH3:40][O:39][C:36]1[N:35]=[CH:34][C:33]([NH:32][C:16]2[C:15]([C:13]3[N:12]=[C:11]([CH3:41])[N:10]=[C:9]([NH2:8])[N:14]=3)=[CH:20][C:19]([CH2:21][C:22]3[CH:27]=[CH:26][C:25]([S:28]([CH3:31])(=[O:30])=[O:29])=[CH:24][CH:23]=3)=[CH:18][N:17]=2)=[CH:38][CH:37]=1. The yield is 0.460. (8) The reactants are [C:1](=[O:4])([O-])[O-].[K+].[K+].[CH2:7](Br)[C:8]1[CH:13]=[CH:12][CH:11]=[CH:10][CH:9]=1.[Br:15][C:16]1C=[CH:20][C:19](O)=[C:18]([CH2:23][CH3:24])[CH:17]=1. The catalyst is CN(C=O)C. The product is [CH2:7]([O:4][C:1]1[CH:20]=[CH:19][C:18]([CH2:23][CH3:24])=[CH:17][C:16]=1[Br:15])[C:8]1[CH:13]=[CH:12][CH:11]=[CH:10][CH:9]=1. The yield is 0.870.